This data is from Full USPTO retrosynthesis dataset with 1.9M reactions from patents (1976-2016). The task is: Predict the reactants needed to synthesize the given product. (1) The reactants are: [CH2:1]([O:8][C:9]1[CH:42]=[CH:41][C:40]([C:43]([F:46])([F:45])[F:44])=[CH:39][C:10]=1[CH2:11][N:12]([CH2:24][C:25]1[CH:30]=[C:29]([C:31]([F:34])([F:33])[F:32])[CH:28]=[C:27]([C:35]([F:38])([F:37])[F:36])[CH:26]=1)[C:13]1[N:18]=[CH:17][C:16]([O:19][CH2:20][CH2:21]SC)=[CH:15][N:14]=1)[C:2]1[CH:7]=[CH:6][CH:5]=[CH:4][CH:3]=1.Cl[C:48]1C=CC=C(C(OO)=O)C=1.[S:58]([O-:62])([O-])(=[O:60])=S.[Na+].[Na+]. Given the product [CH2:1]([O:8][C:9]1[CH:42]=[CH:41][C:40]([C:43]([F:44])([F:45])[F:46])=[CH:39][C:10]=1[CH2:11][N:12]([CH2:24][C:25]1[CH:30]=[C:29]([C:31]([F:34])([F:33])[F:32])[CH:28]=[C:27]([C:35]([F:36])([F:37])[F:38])[CH:26]=1)[C:13]1[N:14]=[CH:15][C:16]([O:19][CH2:20][CH2:21][S:58]([CH3:48])(=[O:62])=[O:60])=[CH:17][N:18]=1)[C:2]1[CH:7]=[CH:6][CH:5]=[CH:4][CH:3]=1, predict the reactants needed to synthesize it. (2) Given the product [F:1][C:2]1[CH:3]=[C:4]([CH:29]=[C:30]([N:32]2[CH2:37][CH2:36][CH2:35][CH2:34][CH2:33]2)[CH:31]=1)[C:5]([NH:7][C:8]1[C:17]2[C:12](=[CH:13][CH:14]=[CH:15][CH:16]=2)[C:11]([O:18][C:19]2[CH:24]=[CH:23][N:22]=[C:21]([N:41]([CH:38]([CH3:40])[CH3:39])[CH3:42])[N:20]=2)=[CH:10][CH:9]=1)=[O:6], predict the reactants needed to synthesize it. The reactants are: [F:1][C:2]1[CH:3]=[C:4]([CH:29]=[C:30]([N:32]2[CH2:37][CH2:36][CH2:35][CH2:34][CH2:33]2)[CH:31]=1)[C:5]([NH:7][C:8]1[C:17]2[C:12](=[CH:13][CH:14]=[CH:15][CH:16]=2)[C:11]([O:18][C:19]2[CH:24]=[CH:23][N:22]=[C:21](S(C)(=O)=O)[N:20]=2)=[CH:10][CH:9]=1)=[O:6].[CH:38]([NH:41][CH3:42])([CH3:40])[CH3:39]. (3) Given the product [C:1]([O:5][C@@H:6]([C:11]1[C:23]([CH3:24])=[CH:22][N:14]2[N:15]=[C:16]3[C:21]([CH:20]=[CH:19][CH:18]=[CH:17]3)=[C:13]2[C:12]=1[C:36]1[C:37]([CH3:44])=[C:38]2[C:43](=[C:34]([F:33])[CH:35]=1)[O:42][CH2:41][CH2:40][CH2:39]2)[C:7]([O:9][CH3:10])=[O:8])([CH3:4])([CH3:3])[CH3:2], predict the reactants needed to synthesize it. The reactants are: [C:1]([O:5][C@@H:6]([C:11]1[C:23]([CH3:24])=[CH:22][N:14]2[N:15]=[C:16]3[C:21]([CH:20]=[CH:19][CH:18]=[CH:17]3)=[C:13]2[C:12]=1OS(C(F)(F)F)(=O)=O)[C:7]([O:9][CH3:10])=[O:8])([CH3:4])([CH3:3])[CH3:2].[F:33][C:34]1[CH:35]=[C:36](B(O)O)[C:37]([CH3:44])=[C:38]2[C:43]=1[O:42][CH2:41][CH2:40][CH2:39]2.C([O-])([O-])=O.[Na+].[Na+].